This data is from Full USPTO retrosynthesis dataset with 1.9M reactions from patents (1976-2016). The task is: Predict the reactants needed to synthesize the given product. (1) Given the product [Br:1][C:2]1[CH:6]=[CH:5][S:4][C:3]=1[C:7]([O:9][CH2:24][CH2:23][Si:22]([CH3:27])([CH3:26])[CH3:21])=[O:8], predict the reactants needed to synthesize it. The reactants are: [Br:1][C:2]1[CH:6]=[CH:5][S:4][C:3]=1[C:7]([OH:9])=[O:8].O=S(Cl)Cl.C(N(CC)CC)C.[CH3:21][Si:22]([CH3:27])([CH3:26])[CH2:23][CH2:24]O. (2) Given the product [CH:14]1[N:13]=[CH:12][N:11]2[CH2:6][CH2:7][O:8][CH:9]([C:15]3[CH:20]=[CH:19][C:18]([C:21]#[N:22])=[CH:17][CH:16]=3)[C:10]=12, predict the reactants needed to synthesize it. The reactants are: CS(O[CH2:6][CH2:7][O:8][CH:9]([C:15]1[CH:20]=[CH:19][C:18]([C:21]#[N:22])=[CH:17][CH:16]=1)[C:10]1[NH:11][CH:12]=[N:13][CH:14]=1)(=O)=O. (3) The reactants are: [C:1]([OH:11])(=[O:10])[CH:2]([C:4]1[CH:9]=[CH:8][CH:7]=[CH:6][CH:5]=1)[OH:3].Br[CH:13]([CH3:17])[C:14](Br)=[O:15]. Given the product [CH3:17][CH:13]1[C:14](=[O:15])[O:3][CH:2]([C:4]2[CH:9]=[CH:8][CH:7]=[CH:6][CH:5]=2)[C:1](=[O:11])[O:10]1, predict the reactants needed to synthesize it. (4) Given the product [Si:11]([O:18][CH2:19][CH:20]([O:21][CH3:22])[CH:23]=[O:24])([C:14]([CH3:17])([CH3:16])[CH3:15])([CH3:12])[CH3:13], predict the reactants needed to synthesize it. The reactants are: C(Cl)(=O)C(Cl)=O.CS(C)=O.[Si:11]([O:18][CH2:19][CH:20]([CH2:23][OH:24])[O:21][CH3:22])([C:14]([CH3:17])([CH3:16])[CH3:15])([CH3:13])[CH3:12].C(N(CC)CC)C. (5) Given the product [CH3:1][C:2]1[CH:3]=[CH:4][C:5]([C:8]2[CH:13]=[C:12]([S:14]([CH3:17])(=[O:15])=[O:16])[CH:11]=[C:10]([C:18]([NH:52][CH2:51][C:48]3[CH:47]=[N:46][C:45]([CH3:44])=[N:50][CH:49]=3)=[O:20])[CH:9]=2)=[CH:6][CH:7]=1, predict the reactants needed to synthesize it. The reactants are: [CH3:1][C:2]1[CH:7]=[CH:6][C:5]([C:8]2[CH:13]=[C:12]([S:14]([CH3:17])(=[O:16])=[O:15])[CH:11]=[C:10]([C:18]([OH:20])=O)[CH:9]=2)=[CH:4][CH:3]=1.Cl.CN(C)CCCN=C=NCC.O.ON1C2C=CC=CC=2N=N1.[CH3:44][C:45]1[N:50]=[CH:49][C:48]([CH2:51][NH2:52])=[CH:47][N:46]=1.C(N(CC)C(C)C)(C)C. (6) Given the product [CH:17]([C:20]1[S:24][C:23]([NH:25][S:13]([C:10]2[CH:11]=[CH:12][C:7]([CH2:6][CH2:5][NH:4][C:1](=[O:3])[CH3:2])=[CH:8][CH:9]=2)(=[O:15])=[O:14])=[N:22][N:21]=1)([CH3:19])[CH3:18], predict the reactants needed to synthesize it. The reactants are: [C:1]([NH:4][CH2:5][CH2:6][C:7]1[CH:12]=[CH:11][C:10]([S:13](Cl)(=[O:15])=[O:14])=[CH:9][CH:8]=1)(=[O:3])[CH3:2].[CH:17]([C:20]1[S:24][C:23]([NH2:25])=[N:22][N:21]=1)([CH3:19])[CH3:18]. (7) Given the product [CH2:1]([O:8][CH2:9][CH2:10][NH:11][C:12]1[CH:20]=[CH:19][CH:18]=[C:14]2[C:13]=1[C:21](=[O:23])[N:31]([CH:30]1[CH2:29][CH2:28][C:27](=[O:47])[NH:26][C:25]1=[O:24])[C:15]2=[O:17])[C:2]1[CH:3]=[CH:4][CH:5]=[CH:6][CH:7]=1, predict the reactants needed to synthesize it. The reactants are: [CH2:1]([O:8][CH2:9][CH2:10][NH:11][C:12]1[CH:20]=[CH:19][CH:18]=[C:14]([C:15]([OH:17])=O)[C:13]=1[C:21]([OH:23])=O)[C:2]1[CH:7]=[CH:6][CH:5]=[CH:4][CH:3]=1.[O:24]=[C:25]1[CH:30]([N:31]2C(=O)C3C(=CC=CC=3NCCOC)C2=O)[CH2:29][CH2:28][C:27](=[O:47])[NH:26]1.